The task is: Predict the reactants needed to synthesize the given product.. This data is from Full USPTO retrosynthesis dataset with 1.9M reactions from patents (1976-2016). (1) Given the product [C:1]([C:3]1[CH:4]=[C:5]([CH:9]=[C:10]([I:14])[C:11]=1[O:12][CH3:13])[C:6]([Cl:24])=[O:7])#[N:2], predict the reactants needed to synthesize it. The reactants are: [C:1]([C:3]1[CH:4]=[C:5]([CH:9]=[C:10]([I:14])[C:11]=1[O:12][CH3:13])[C:6](O)=[O:7])#[N:2].C1(C)C=CC=CC=1.S(Cl)([Cl:24])=O. (2) Given the product [C:1]([N:4]1[C:13]2[C:8](=[CH:9][C:10]([C:14]([NH:52][CH:53]3[CH2:58][CH2:57][S:56](=[O:60])(=[O:59])[CH2:55][CH2:54]3)=[O:15])=[CH:11][CH:12]=2)[C@H:7]([NH:17][C:18]2[N:23]=[C:22]([CH3:24])[CH:21]=[CH:20][N:19]=2)[C@@H:6]([CH3:25])[C@@H:5]1[CH2:26][CH3:27])(=[O:3])[CH3:2], predict the reactants needed to synthesize it. The reactants are: [C:1]([N:4]1[C:13]2[C:8](=[CH:9][C:10]([C:14](O)=[O:15])=[CH:11][CH:12]=2)[C@H:7]([NH:17][C:18]2[N:23]=[C:22]([CH3:24])[CH:21]=[CH:20][N:19]=2)[C@@H:6]([CH3:25])[C@@H:5]1[CH2:26][CH3:27])(=[O:3])[CH3:2].CN(C(ON1N=NC2C=CC=NC1=2)=[N+](C)C)C.F[P-](F)(F)(F)(F)F.[NH2:52][CH:53]1[CH2:58][CH2:57][S:56](=[O:60])(=[O:59])[CH2:55][CH2:54]1.CCN(C(C)C)C(C)C. (3) Given the product [C:16]([O:15][C:13]([NH:1][C@H:2]([C:10]([NH2:21])=[O:11])[CH2:3][C:4]1[CH:9]=[CH:8][CH:7]=[CH:6][CH:5]=1)=[O:14])([CH3:19])([CH3:18])[CH3:17], predict the reactants needed to synthesize it. The reactants are: [NH:1]([C:13]([O:15][C:16]([CH3:19])([CH3:18])[CH3:17])=[O:14])[C@H:2]([C:10](O)=[O:11])[CH2:3][C:4]1[CH:9]=[CH:8][CH:7]=[CH:6][CH:5]=1.C[N:21]1CCOCC1.ClC(OCC)=O.[OH-].[NH4+]. (4) Given the product [CH3:1][CH:2]1[CH2:6][CH:5]([CH2:7][N:8]2[C:16]3[C:11](=[CH:12][C:13]([C:17]4[CH:21]=[N:20][NH:19][CH:18]=4)=[CH:14][CH:15]=3)[CH:10]=[C:9]2[CH3:28])[CH2:4][N:3]1[C:29](=[O:38])[CH2:30][CH2:31][C:32]1[CH:33]=[CH:34][CH:35]=[CH:36][CH:37]=1, predict the reactants needed to synthesize it. The reactants are: [CH3:1][CH:2]1[CH2:6][CH:5]([CH2:7][N:8]2[C:16]3[C:11](=[CH:12][C:13]([C:17]4[CH:18]=[N:19][N:20](C5CCCCO5)[CH:21]=4)=[CH:14][CH:15]=3)[CH:10]=[C:9]2[CH3:28])[CH2:4][N:3]1[C:29](=[O:38])[CH2:30][CH2:31][C:32]1[CH:37]=[CH:36][CH:35]=[CH:34][CH:33]=1.C1(C)C=CC(S(O)(=O)=O)=CC=1.C(=O)(O)[O-].[Na+]. (5) Given the product [OH:34][CH2:33][C:21]([N:19]1[CH:20]=[C:16]([C:10]2[C:9]3[C:8]4[C:3](=[CH:4][CH:5]=[CH:6][CH:7]=4)[C:2]([OH:1])([C:29]([F:30])([F:32])[F:31])[C:14]=3[CH:13]=[C:12]([CH3:15])[CH:11]=2)[CH:17]=[N:18]1)([CH2:22][OH:23])[CH2:56][OH:57], predict the reactants needed to synthesize it. The reactants are: [OH:1][C:2]1([C:29]([F:32])([F:31])[F:30])[C:14]2[CH:13]=[C:12]([CH3:15])[CH:11]=[C:10]([C:16]3[CH:17]=[N:18][N:19]([CH2:21][C:22](OC(C)(C)C)=[O:23])[CH:20]=3)[C:9]=2[C:8]2[C:3]1=[CH:4][CH:5]=[CH:6][CH:7]=2.[CH2:33]=[O:34].[F-].C([N+](CCCC)(CCCC)CCCC)CCC.Cl.CN(C)[CH:56]=[O:57]. (6) Given the product [CH2:16]([N:18]([CH2:19][CH2:20][OH:21])[C:9](=[O:10])[O:11][C:12]([CH3:13])([CH3:14])[CH3:15])[CH3:17], predict the reactants needed to synthesize it. The reactants are: [C:9](O[C:9]([O:11][C:12]([CH3:15])([CH3:14])[CH3:13])=[O:10])([O:11][C:12]([CH3:15])([CH3:14])[CH3:13])=[O:10].[CH2:16]([NH:18][CH2:19][CH2:20][OH:21])[CH3:17].